Dataset: Catalyst prediction with 721,799 reactions and 888 catalyst types from USPTO. Task: Predict which catalyst facilitates the given reaction. (1) Reactant: [Cl:1][C:2]1[CH:7]=[CH:6][C:5]([C:8]2[N:9]=[C:10]([CH:26]=O)[C:11]([C:21]([O:23][CH2:24][CH3:25])=[O:22])=[N:12][C:13]=2[C:14]2[CH:19]=[CH:18][C:17]([Cl:20])=[CH:16][CH:15]=2)=[CH:4][CH:3]=1.[F:28][C:29]1([F:35])[CH2:34][CH2:33][NH:32][CH2:31][CH2:30]1.C(O[BH-](OC(=O)C)OC(=O)C)(=O)C.[Na+].C([O-])(O)=O.[Na+]. Product: [Cl:1][C:2]1[CH:3]=[CH:4][C:5]([C:8]2[N:9]=[C:10]([CH2:26][N:32]3[CH2:33][CH2:34][C:29]([F:35])([F:28])[CH2:30][CH2:31]3)[C:11]([C:21]([O:23][CH2:24][CH3:25])=[O:22])=[N:12][C:13]=2[C:14]2[CH:19]=[CH:18][C:17]([Cl:20])=[CH:16][CH:15]=2)=[CH:6][CH:7]=1. The catalyst class is: 839. (2) Reactant: Br.Br[CH2:3][C:4]([C:6]1[CH:11]=[CH:10][C:9]([Br:12])=[CH:8][N:7]=1)=[O:5].[NH:13]1[CH:17]=[CH:16][N:15]=[CH:14]1. Product: [Br:12][C:9]1[CH:10]=[CH:11][C:6]([C:4](=[O:5])[CH2:3][N:13]2[CH:17]=[CH:16][N:15]=[CH:14]2)=[N:7][CH:8]=1. The catalyst class is: 266.